This data is from Full USPTO retrosynthesis dataset with 1.9M reactions from patents (1976-2016). The task is: Predict the reactants needed to synthesize the given product. (1) Given the product [O:9]1[CH2:18][CH:17]1[C:19]1[CH:20]=[C:21]([CH:26]=[CH:27][CH:28]=1)[O:22][CH2:23][C:24]#[N:25], predict the reactants needed to synthesize it. The reactants are: ClC1C=CC=C(C(OO)=[O:9])C=1.C([O-])(O)=O.[Na+].[CH:17]([C:19]1[CH:20]=[C:21]([CH:26]=[CH:27][CH:28]=1)[O:22][CH2:23][C:24]#[N:25])=[CH2:18]. (2) Given the product [N:25]1[C:26]2[C:21](=[CH:20][CH:19]=[C:18]([N:7]3[C:8]4[CH:9]=[CH:10][CH:11]=[CH:12][C:13]=4[C:14]4[CH2:1][N:2]5[CH2:3][CH2:4][CH:5]([C:6]3=4)[CH2:15][CH2:16]5)[CH:27]=2)[CH:22]=[CH:23][CH:24]=1, predict the reactants needed to synthesize it. The reactants are: [CH2:1]1[C:14]2[C:13]3[CH:12]=[CH:11][CH:10]=[CH:9][C:8]=3[NH:7][C:6]=2[CH:5]2[CH2:15][CH2:16][N:2]1[CH2:3][CH2:4]2.Br[C:18]1[CH:27]=[C:26]2[C:21]([CH:22]=[CH:23][CH:24]=[N:25]2)=[CH:20][CH:19]=1. (3) Given the product [CH3:41][C:5]1[C:6]([NH:8][C:9]2[CH:18]=[CH:17][C:12]3[NH:13][C:14](=[O:16])[O:40][C:34]=3[CH:36]=2)=[N:7][C:2]([NH:33][C:30]2[CH:31]=[N:32][C:27]([N:24]3[CH2:25][CH2:26][N:21]([CH3:20])[CH2:22][CH2:23]3)=[CH:28][CH:29]=2)=[N:3][CH:4]=1, predict the reactants needed to synthesize it. The reactants are: Cl[C:2]1[N:7]=[C:6]([NH:8][C:9]2[CH:18]=[CH:17][C:12]3[NH:13][C:14](=[O:16])NC=3C=2)[C:5](F)=[CH:4][N:3]=1.[CH3:20][N:21]1[CH2:26][CH2:25][N:24]([C:27]2[N:32]=[CH:31][C:30]([NH2:33])=[CH:29][CH:28]=2)[CH2:23][CH2:22]1.[C:34]([OH:40])([C:36](F)(F)F)=O.[CH3:41]C(O)C. (4) Given the product [Cl:12][C:13]1[C:18]([Cl:19])=[CH:17][CH:16]=[CH:15][C:14]=1[S:20]([NH:23][C:24]1[C:29]([O:11][CH2:10][C:8]2[O:9][C:5]([CH2:4][N:2]([CH3:1])[CH3:3])=[CH:6][CH:7]=2)=[N:28][C:27]([Cl:31])=[CH:26][N:25]=1)(=[O:22])=[O:21], predict the reactants needed to synthesize it. The reactants are: [CH3:1][N:2]([CH2:4][C:5]1[O:9][C:8]([CH2:10][OH:11])=[CH:7][CH:6]=1)[CH3:3].[Cl:12][C:13]1[C:18]([Cl:19])=[CH:17][CH:16]=[CH:15][C:14]=1[S:20]([NH:23][C:24]1[C:29](Cl)=[N:28][C:27]([Cl:31])=[CH:26][N:25]=1)(=[O:22])=[O:21]. (5) Given the product [CH3:28][S:25]([N:22]1[CH2:21][CH:20]=[C:19]([C:17]2[CH:18]=[C:13]3[CH2:12][C@@:11]([CH3:30])([CH:8]4[CH2:9][CH2:10][N:5]([C:3]5[N:4]=[C:31]([CH2:32][CH2:33][CH3:34])[O:1][N:2]=5)[CH2:6][CH2:7]4)[O:29][C:14]3=[CH:15][N:16]=2)[CH2:24][CH2:23]1)(=[O:27])=[O:26], predict the reactants needed to synthesize it. The reactants are: [OH:1][NH:2][C:3]([N:5]1[CH2:10][CH2:9][CH:8]([C@@:11]2([CH3:30])[O:29][C:14]3=[CH:15][N:16]=[C:17]([C:19]4[CH2:20][CH2:21][N:22]([S:25]([CH3:28])(=[O:27])=[O:26])[CH2:23][CH:24]=4)[CH:18]=[C:13]3[CH2:12]2)[CH2:7][CH2:6]1)=[NH:4].[C:31](Cl)(=O)[CH2:32][CH2:33][CH3:34]. (6) The reactants are: [NH:1]1[CH2:4][CH:3]([C:5]2[CH:14]=[CH:13][C:12]3[C:7](=[CH:8][CH:9]=[CH:10][CH:11]=3)[N:6]=2)[CH2:2]1.Cl[C:16]1[N:17]=[C:18]2[C:23]([N:24]3[CH2:29][CH2:28][O:27][CH2:26][CH2:25]3)=[N:22][CH:21]=[C:20]([C:30]3[CH:31]=[CH:32][C:33]([N:36]4[CH2:41][CH2:40][N:39]([C:42]([O:44][C:45]([CH3:48])([CH3:47])[CH3:46])=[O:43])[CH2:38][CH2:37]4)=[N:34][CH:35]=3)[N:19]2[CH:49]=1.CC(C)([O-])C.[Na+].C1(P(C2CCCCC2)C2C=CC=CC=2C2C(C(C)C)=CC(C(C)C)=CC=2C(C)C)CCCCC1. Given the product [O:27]1[CH2:28][CH2:29][N:24]([C:23]2[C:18]3[N:19]([CH:49]=[C:16]([N:1]4[CH2:2][CH:3]([C:5]5[CH:14]=[CH:13][C:12]6[C:7](=[CH:8][CH:9]=[CH:10][CH:11]=6)[N:6]=5)[CH2:4]4)[N:17]=3)[C:20]([C:30]3[CH:31]=[CH:32][C:33]([N:36]4[CH2:41][CH2:40][N:39]([C:42]([O:44][C:45]([CH3:48])([CH3:46])[CH3:47])=[O:43])[CH2:38][CH2:37]4)=[N:34][CH:35]=3)=[CH:21][N:22]=2)[CH2:25][CH2:26]1, predict the reactants needed to synthesize it.